From a dataset of Catalyst prediction with 721,799 reactions and 888 catalyst types from USPTO. Predict which catalyst facilitates the given reaction. The catalyst class is: 2. Reactant: [Cl:1][C:2]1[N:7]=[C:6]([C:8]([OH:10])=O)[C:5]2[C:11]([O:33][CH3:34])=[N:12][N:13]([C:14]([C:27]3[CH:32]=[CH:31][CH:30]=[CH:29][CH:28]=3)([C:21]3[CH:26]=[CH:25][CH:24]=[CH:23][CH:22]=3)[C:15]3[CH:20]=[CH:19][CH:18]=[CH:17][CH:16]=3)[C:4]=2[CH:3]=1.CN(C=O)C.C(Cl)(=O)C([Cl:43])=O. Product: [Cl:1][C:2]1[N:7]=[C:6]([C:8]([Cl:43])=[O:10])[C:5]2[C:11]([O:33][CH3:34])=[N:12][N:13]([C:14]([C:27]3[CH:32]=[CH:31][CH:30]=[CH:29][CH:28]=3)([C:21]3[CH:26]=[CH:25][CH:24]=[CH:23][CH:22]=3)[C:15]3[CH:16]=[CH:17][CH:18]=[CH:19][CH:20]=3)[C:4]=2[CH:3]=1.